Dataset: Full USPTO retrosynthesis dataset with 1.9M reactions from patents (1976-2016). Task: Predict the reactants needed to synthesize the given product. (1) Given the product [Br:13][C:4]1[C:5]([O:11][CH3:12])=[CH:6][C:7]([O:9][CH3:10])=[CH:8][C:3]=1[O:2][CH3:1], predict the reactants needed to synthesize it. The reactants are: [CH3:1][O:2][C:3]1[CH:8]=[C:7]([O:9][CH3:10])[CH:6]=[C:5]([O:11][CH3:12])[CH:4]=1.[Br:13]Br.O. (2) Given the product [C:24]([O:23][C:21]([NH:20][C:7]([CH2:6][OH:5])([CH2:8][OH:9])[CH2:13][C:14]1[CH:19]=[CH:18][CH:17]=[CH:16][N:15]=1)=[O:22])([CH3:26])([CH3:27])[CH3:25], predict the reactants needed to synthesize it. The reactants are: [BH4-].[Li+].C([O:5][C:6](=O)[C:7]([NH:20][C:21]([O:23][C:24]([CH3:27])([CH3:26])[CH3:25])=[O:22])([CH2:13][C:14]1[CH:19]=[CH:18][CH:17]=[CH:16][N:15]=1)[C:8](OCC)=[O:9])C.C(=O)([O-])[O-].[K+].[K+].